This data is from Forward reaction prediction with 1.9M reactions from USPTO patents (1976-2016). The task is: Predict the product of the given reaction. (1) Given the reactants C(N(CC)CC)C.[CH:8]([C:10]1[C:18]2[C:13](=[CH:14][CH:15]=[CH:16][CH:17]=2)[N:12](C(OC(C)(C)C)=O)[CH:11]=1)=[O:9].[CH3:26][O:27][C:28]1[CH:29]=[C:30]([N:34]=[CH:35][C:36]2[CH:37]=[CH:38][C:39]([C:42]#[N:43])=[N:40][CH:41]=2)[CH:31]=[CH:32][CH:33]=1, predict the reaction product. The product is: [NH:12]1[C:13]2[C:18](=[CH:17][CH:16]=[CH:15][CH:14]=2)[C:10]([C:8](=[O:9])[CH:35]([C:36]2[CH:37]=[CH:38][C:39]([C:42]#[N:43])=[N:40][CH:41]=2)[NH:34][C:30]2[CH:31]=[CH:32][CH:33]=[C:28]([O:27][CH3:26])[CH:29]=2)=[CH:11]1. (2) Given the reactants [CH:1]([N:5]1[C:13]2[C:8](=[CH:9][CH:10]=[CH:11][CH:12]=2)[C:7]([C:14]([NH:16][CH2:17][C:18]2[C:19]([OH:26])=[N:20][C:21]([CH3:25])=[CH:22][C:23]=2[CH3:24])=[O:15])=[C:6]1[CH3:27])([CH2:3][CH3:4])[CH3:2].[CH3:28][CH2:29]CCCC, predict the reaction product. The product is: [CH:1]([N:5]1[C:13]2[C:8](=[CH:9][CH:10]=[CH:11][CH:12]=2)[C:7]([C:14]([NH:16][CH2:17][C:18]2[C:19]([OH:26])=[N:20][C:21]([CH3:25])=[CH:22][C:23]=2[CH3:24])=[O:15])=[C:6]1[CH3:27])([CH2:3][CH3:4])[CH3:2].[CH2:1]([N:5]1[C:13]2[C:8](=[CH:9][CH:10]=[CH:11][CH:12]=2)[C:7]([C:14]([NH:16][CH2:17][C:18]2[C:19]([OH:26])=[N:20][C:21]([CH3:25])=[CH:22][C:23]=2[CH3:24])=[O:15])=[C:6]1[CH3:27])[CH2:2][CH2:28][CH3:29]. (3) Given the reactants [CH3:1][C:2]1[CH:3]=[C:4]([CH:23]=[C:24]([CH3:26])[CH:25]=1)[O:5][C:6]1[CH:13]=[CH:12][C:9]([C:10]#[N:11])=[CH:8][C:7]=1[S:14]([N:17]1[CH2:22][CH2:21][NH:20][CH2:19][CH2:18]1)(=[O:16])=[O:15].[CH:27]([N:30]=[C:31]=[O:32])([CH3:29])[CH3:28].C(N(CC)CC)C, predict the reaction product. The product is: [C:10]([C:9]1[CH:12]=[CH:13][C:6]([O:5][C:4]2[CH:3]=[C:2]([CH3:1])[CH:25]=[C:24]([CH3:26])[CH:23]=2)=[C:7]([S:14]([N:17]2[CH2:22][CH2:21][N:20]([C:31]([NH:30][CH:27]([CH3:29])[CH3:28])=[O:32])[CH2:19][CH2:18]2)(=[O:16])=[O:15])[CH:8]=1)#[N:11]. (4) Given the reactants [B:10]1([B:10]2[O:14][C:13]([CH3:16])([CH3:15])[C:12]([CH3:18])([CH3:17])[O:11]2)[O:14][C:13]([CH3:16])([CH3:15])[C:12]([CH3:18])([CH3:17])[O:11]1.Br[C:20]1[CH:21]=[CH:22][C:23]([O:30][CH3:31])=[C:24]([S:26]([NH2:29])(=[O:28])=[O:27])[CH:25]=1.C([O-])(=O)C.[K+], predict the reaction product. The product is: [CH3:31][O:30][C:23]1[CH:22]=[CH:21][C:20]([B:10]2[O:11][C:12]([CH3:17])([CH3:18])[C:13]([CH3:15])([CH3:16])[O:14]2)=[CH:25][C:24]=1[S:26]([NH2:29])(=[O:28])=[O:27].